From a dataset of Reaction yield outcomes from USPTO patents with 853,638 reactions. Predict the reaction yield, written as a fraction of the theoretical maximum amount of product (1.0 means a 100% yield; for example, 0.34 means a 34% yield). The reactants are [CH3:1][O:2][C:3]1[CH:4]=[C:5]([NH:13][C:14]2[CH:19]=[N:18][CH:17]=[C:16](OC3C=CC(N)=CC=3)[N:15]=2)[CH:6]=[C:7]([O:11][CH3:12])[C:8]=1[O:9][CH3:10].[F:28][C:29]1[CH:34]=[CH:33][C:32]([C:35](Cl)=[O:36])=[CH:31][CH:30]=1.C([N:40]([CH2:43][CH3:44])CC)C. The catalyst is O1CCOCC1. The product is [CH3:12][O:11][C:7]1[CH:6]=[C:5]([NH:13][C:14]2[CH:19]=[N:18][CH:17]=[C:16]([C:7]3[CH:8]=[CH:3][C:4]([C:35]([C:32]4[CH:33]=[CH:34][C:29]([F:28])=[CH:30][CH:31]=4)=[O:36])=[CH:44][C:43]=3[NH2:40])[N:15]=2)[CH:4]=[C:3]([O:2][CH3:1])[C:8]=1[O:9][CH3:10]. The yield is 0.500.